This data is from Reaction yield outcomes from USPTO patents with 853,638 reactions. The task is: Predict the reaction yield, written as a fraction of the theoretical maximum amount of product (1.0 means a 100% yield; for example, 0.34 means a 34% yield). (1) The reactants are C[O:2][C:3]1[CH:27]=[CH:26][C:6]2[CH2:7][C@@H:8]([CH2:21][C:22]([O:24][CH3:25])=[O:23])[C:9](=[O:20])[N:10]([CH2:12][CH2:13][C:14]3[CH:19]=[CH:18][CH:17]=[CH:16][CH:15]=3)[CH2:11][C:5]=2[CH:4]=1.B(Br)(Br)Br. The catalyst is C(Cl)Cl. The product is [OH:2][C:3]1[CH:27]=[CH:26][C:6]2[CH2:7][C@@H:8]([CH2:21][C:22]([O:24][CH3:25])=[O:23])[C:9](=[O:20])[N:10]([CH2:12][CH2:13][C:14]3[CH:19]=[CH:18][CH:17]=[CH:16][CH:15]=3)[CH2:11][C:5]=2[CH:4]=1. The yield is 0.810. (2) The reactants are [CH3:1][C:2]1[CH:7]=[CH:6][N:5]=[C:4]([NH2:8])[C:3]=1[NH2:9].[C:10](O)(=O)[CH2:11][CH3:12]. No catalyst specified. The product is [CH2:11]([C:12]1[NH:9][C:3]2[C:4]([N:8]=1)=[N:5][CH:6]=[CH:7][C:2]=2[CH3:1])[CH3:10]. The yield is 0.240. (3) The reactants are C1(P(C2C=CC=CC=2)C2C=CC=CC=2)C=CC=CC=1.[F:20][C:21]1[CH:26]=[C:25]([F:27])[CH:24]=[CH:23][C:22]=1[NH:28][C:29](=[O:35])[C:30]([O:32][CH2:33][CH3:34])=O.[C:36]([O:44][CH3:45])(=[O:43])[C:37]#[C:38][C:39]([O:41][CH3:42])=[O:40]. The catalyst is C(Cl)CCl. The product is [F:20][C:21]1[CH:26]=[C:25]([F:27])[CH:24]=[CH:23][C:22]=1[N:28]1[C:29](=[O:35])[C:30]([O:32][CH2:33][CH3:34])=[C:38]([C:39]([O:41][CH3:42])=[O:40])[CH:37]1[C:36]([O:44][CH3:45])=[O:43]. The yield is 0.790. (4) The reactants are [OH:1][C:2]1[CH:11]=[CH:10][C:5]2[C:6](=[O:9])[CH2:7][O:8][C:4]=2[C:3]=1[CH:12]([N:14]1[CH2:19][CH2:18][N:17]([C:20]([O:22][C:23]([CH3:26])([CH3:25])[CH3:24])=[O:21])[CH2:16][CH2:15]1)[CH3:13].[NH:27]1[C:35]2[C:30](=[CH:31][CH:32]=[CH:33][CH:34]=2)[C:29]([CH:36]=O)=[N:28]1.C1(C)C=CC=CC=1. The catalyst is CO.N1CCCCC1. The product is [NH:27]1[C:35]2[C:30](=[CH:31][CH:32]=[CH:33][CH:34]=2)[C:29](/[CH:36]=[C:7]2\[O:8][C:4]3[C:3]([CH:12]([N:14]4[CH2:15][CH2:16][N:17]([C:20]([O:22][C:23]([CH3:25])([CH3:24])[CH3:26])=[O:21])[CH2:18][CH2:19]4)[CH3:13])=[C:2]([OH:1])[CH:11]=[CH:10][C:5]=3[C:6]\2=[O:9])=[N:28]1. The yield is 0.510. (5) The reactants are Cl.C[O:3][C:4](=[O:38])[C:5]1[CH:10]=[CH:9][C:8]([O:11][C:12]2[CH:17]=[CH:16][C:15]([CH2:18][C@H:19]([NH2:37])[C:20]3[N:21]([CH2:33][CH2:34][CH2:35][CH3:36])[CH:22]=[C:23]([C:25]4[CH:30]=[CH:29][C:28]([Cl:31])=[CH:27][C:26]=4[Cl:32])[N:24]=3)=[CH:14][CH:13]=2)=[CH:7][CH:6]=1.[F:39][C:40]1[CH:45]=[C:44]([F:46])[CH:43]=[CH:42][C:41]=1[N:47]=[C:48]=[O:49].NC(N)=O. No catalyst specified. The product is [CH2:33]([N:21]1[CH:22]=[C:23]([C:25]2[CH:30]=[CH:29][C:28]([Cl:31])=[CH:27][C:26]=2[Cl:32])[N:24]=[C:20]1[C@@H:19]([NH:37][C:48]([NH:47][C:41]1[CH:42]=[CH:43][C:44]([F:46])=[CH:45][C:40]=1[F:39])=[O:49])[CH2:18][C:15]1[CH:16]=[CH:17][C:12]([O:11][C:8]2[CH:9]=[CH:10][C:5]([C:4]([OH:3])=[O:38])=[CH:6][CH:7]=2)=[CH:13][CH:14]=1)[CH2:34][CH2:35][CH3:36]. The yield is 0.770.